Dataset: Forward reaction prediction with 1.9M reactions from USPTO patents (1976-2016). Task: Predict the product of the given reaction. (1) Given the reactants [CH2:1]([O:8][CH2:9][C@@H:10]1[CH2:15][C:14]([F:17])([F:16])[CH2:13][CH2:12][C@H:11]1[C:18]1[C:22]([C:23]2[CH:28]=[CH:27][C:26]([S:29][CH3:30])=[CH:25][CH:24]=2)=[C:21]([OH:31])[N:20]([CH2:32][C:33]([F:36])([F:35])[F:34])[N:19]=1)[C:2]1[CH:7]=[CH:6][CH:5]=[CH:4][CH:3]=1.N1C=CC=CC=1.[F:43][C:44]([F:57])([F:56])[S:45](O[S:45]([C:44]([F:57])([F:56])[F:43])(=[O:47])=[O:46])(=[O:47])=[O:46], predict the reaction product. The product is: [F:43][C:44]([F:57])([F:56])[S:45]([O:31][C:21]1[N:20]([CH2:32][C:33]([F:35])([F:36])[F:34])[N:19]=[C:18]([C@@H:11]2[CH2:12][CH2:13][C:14]([F:16])([F:17])[CH2:15][C@H:10]2[CH2:9][O:8][CH2:1][C:2]2[CH:3]=[CH:4][CH:5]=[CH:6][CH:7]=2)[C:22]=1[C:23]1[CH:28]=[CH:27][C:26]([S:29][CH3:30])=[CH:25][CH:24]=1)(=[O:47])=[O:46]. (2) Given the reactants [Cl:1][C:2]1[CH:3]=[CH:4][C:5]([F:20])=[C:6]([NH:8][S:9]([C:12]2[CH:17]=[CH:16][C:15]([CH:18]=[CH2:19])=[CH:14][CH:13]=2)(=[O:11])=[O:10])[CH:7]=1.[C:21](N=C(N(C)C)N(C)C)([CH3:24])([CH3:23])[CH3:22].BrCC(C)C, predict the reaction product. The product is: [Cl:1][C:2]1[CH:3]=[CH:4][C:5]([F:20])=[C:6]([N:8]([CH2:22][CH:21]([CH3:24])[CH3:23])[S:9]([C:12]2[CH:17]=[CH:16][C:15]([CH:18]=[CH2:19])=[CH:14][CH:13]=2)(=[O:10])=[O:11])[CH:7]=1. (3) The product is: [CH:1]1([N:7]2[CH2:11][CH2:10][CH:9]([CH2:12][C:13]3[CH:22]=[CH:21][C:16]([C:17]([OH:19])=[O:18])=[CH:15][CH:14]=3)[C:8]2=[O:23])[CH2:2][CH2:3][CH2:4][CH2:5][CH2:6]1. Given the reactants [CH:1]1([N:7]2[CH2:11][CH2:10][CH:9]([CH2:12][C:13]3[CH:22]=[CH:21][C:16]([C:17]([O:19]C)=[O:18])=[CH:15][CH:14]=3)[C:8]2=[O:23])[CH2:6][CH2:5][CH2:4][CH2:3][CH2:2]1.[OH-].[Na+], predict the reaction product. (4) Given the reactants [C:1]1([O:11][CH2:12][CH2:13][CH2:14][N:15]2[C:23]3[C:18](=[C:19]([C:24]4[CH:29]=[CH:28][CH:27]=[CH:26][C:25]=4[CH3:30])[CH:20]=[CH:21][CH:22]=3)[CH:17]=[C:16]2C(O)=O)[C:10]2[C:5](=[CH:6][CH:7]=[CH:8][CH:9]=2)[CH:4]=[CH:3][CH:2]=1.C(N1C=CN=C1)(N1C=CN=C1)=O.[C:46]([O:52][CH2:53][CH3:54])(=[O:51])[CH2:47][C:48]([O-])=[O:49].[K+].[Cl-].[Mg+2].[Cl-], predict the reaction product. The product is: [C:1]1([O:11][CH2:12][CH2:13][CH2:14][N:15]2[C:23]3[C:18](=[C:19]([C:24]4[CH:29]=[CH:28][CH:27]=[CH:26][C:25]=4[CH3:30])[CH:20]=[CH:21][CH:22]=3)[CH:17]=[C:16]2[C:48](=[O:49])[CH2:47][C:46]([O:52][CH2:53][CH3:54])=[O:51])[C:10]2[C:5](=[CH:6][CH:7]=[CH:8][CH:9]=2)[CH:4]=[CH:3][CH:2]=1. (5) Given the reactants [Cl:1][C:2]1[C:11]2[C:6](=[CH:7][C:8]([F:13])=[CH:9][C:10]=2[F:12])[N:5]=[C:4]([C:14]2[CH:19]=[CH:18][CH:17]=[CH:16][C:15]=2[S:20][CH3:21])[C:3]=1[CH3:22].OOS([O-])=O.[K+].[O-2:29].[Al+3].[O-2:31].[O-2].[Al+3], predict the reaction product. The product is: [Cl:1][C:2]1[C:11]2[C:6](=[CH:7][C:8]([F:13])=[CH:9][C:10]=2[F:12])[N:5]=[C:4]([C:14]2[CH:19]=[CH:18][CH:17]=[CH:16][C:15]=2[S:20]([CH3:21])(=[O:31])=[O:29])[C:3]=1[CH3:22]. (6) Given the reactants FC(F)(F)C([O-])=O.[C:8]([C:11]1[C:12]([NH:23][C:24]2[CH:29]=[CH:28][CH:27]=[CH:26][CH:25]=2)=[N:13][N:14]([C:16]2([CH2:20][C:21]#[N:22])[CH2:19][NH2+:18][CH2:17]2)[CH:15]=1)(=[O:10])[NH2:9].CCN(C(C)C)C(C)C.[F:39][C:40]1[CH:45]=[CH:44][CH:43]=[C:42]([N:46]=[C:47]=[O:48])[CH:41]=1, predict the reaction product. The product is: [C:21]([CH2:20][C:16]1([N:14]2[CH:15]=[C:11]([C:8]([NH2:9])=[O:10])[C:12]([NH:23][C:24]3[CH:29]=[CH:28][CH:27]=[CH:26][CH:25]=3)=[N:13]2)[CH2:17][N:18]([C:47](=[O:48])[NH:46][C:42]2[CH:43]=[CH:44][CH:45]=[C:40]([F:39])[CH:41]=2)[CH2:19]1)#[N:22].